Dataset: Forward reaction prediction with 1.9M reactions from USPTO patents (1976-2016). Task: Predict the product of the given reaction. (1) Given the reactants [F:1][C:2]([F:32])([F:31])[CH2:3][O:4][C:5]1[CH:6]=[C:7]([C:15]2[CH:20]=[C:19]([C:21]([F:24])([F:23])[F:22])[N:18]3[N:25]=[CH:26][C:27]([C:28](O)=[O:29])=[C:17]3[N:16]=2)[CH:8]=[CH:9][C:10]=1[C:11]([F:14])([F:13])[F:12].[OH:33][CH2:34][C:35]([NH:38][S:39]([C:42]1[S:46][C:45]([NH2:47])=[N:44][C:43]=1[CH3:48])(=[O:41])=[O:40])([CH3:37])[CH3:36], predict the reaction product. The product is: [OH:33][CH2:34][C:35]([NH:38][S:39]([C:42]1[S:46][C:45]([NH:47][C:28]([C:27]2[CH:26]=[N:25][N:18]3[C:19]([C:21]([F:22])([F:24])[F:23])=[CH:20][C:15]([C:7]4[CH:8]=[CH:9][C:10]([C:11]([F:14])([F:13])[F:12])=[C:5]([O:4][CH2:3][C:2]([F:32])([F:31])[F:1])[CH:6]=4)=[N:16][C:17]=23)=[O:29])=[N:44][C:43]=1[CH3:48])(=[O:41])=[O:40])([CH3:37])[CH3:36]. (2) Given the reactants [OH:1][CH2:2][CH:3]1[CH2:12][N:7]2[CH2:8][CH2:9][NH:10][CH2:11][CH:6]2[CH2:5][CH2:4]1.Br[C:14]1[CH:19]=[CH:18][CH:17]=[CH:16][N:15]=1.C(=O)([O-])[O-].[Na+].[Na+], predict the reaction product. The product is: [OH:1][CH2:2][CH:3]1[CH2:12][N:7]2[CH2:8][CH2:9][N:10]([C:14]3[CH:19]=[CH:18][CH:17]=[CH:16][N:15]=3)[CH2:11][CH:6]2[CH2:5][CH2:4]1. (3) Given the reactants [O:1]1[C:7]2[CH:8]=[C:9]([C:12]([O:14][CH3:15])=[O:13])[CH:10]=[N:11][C:6]=2[CH2:5][N:4](C(OC(C)(C)C)=O)[CH2:3][CH2:2]1.C(O)(C(F)(F)F)=O.C([O-])(O)=O.[Na+], predict the reaction product. The product is: [O:1]1[C:7]2[CH:8]=[C:9]([C:12]([O:14][CH3:15])=[O:13])[CH:10]=[N:11][C:6]=2[CH2:5][NH:4][CH2:3][CH2:2]1. (4) Given the reactants [CH3:1][C:2]1[O:6][C:5]([C:7]2[CH:23]=[CH:22][C:10]([C:11]([NH:13][CH2:14][CH2:15][C:16]3[CH:17]=[N:18][CH:19]=[CH:20][CH:21]=3)=[O:12])=[CH:9][CH:8]=2)=[N:4][C:3]=1[CH2:24][S:25]([CH:28]1[CH2:33][CH2:32][NH:31][CH2:30][CH2:29]1)(=[O:27])=[O:26].[CH2:34]=O, predict the reaction product. The product is: [CH3:1][C:2]1[O:6][C:5]([C:7]2[CH:8]=[CH:9][C:10]([C:11]([NH:13][CH2:14][CH2:15][C:16]3[CH:17]=[N:18][CH:19]=[CH:20][CH:21]=3)=[O:12])=[CH:22][CH:23]=2)=[N:4][C:3]=1[CH2:24][S:25]([CH:28]1[CH2:29][CH2:30][N:31]([CH3:34])[CH2:32][CH2:33]1)(=[O:27])=[O:26]. (5) Given the reactants [CH:1]([CH:3]=O)=O.[N+:5]([C:8]1[CH:13]=[CH:12][CH:11]=[C:10]([NH2:14])[C:9]=1[NH2:15])([O-:7])=[O:6].O, predict the reaction product. The product is: [N+:5]([C:8]1[CH:13]=[CH:12][CH:11]=[C:10]2[C:9]=1[N:15]=[CH:1][CH:3]=[N:14]2)([O-:7])=[O:6]. (6) Given the reactants [C:1]1([S:7]([NH:10][C:11]2[S:15][C:14]3CCC[CH2:19][C:13]=3[C:12]=2[C:20]([O:22][CH2:23][CH3:24])=[O:21])(=[O:9])=[O:8])[CH:6]=[CH:5][CH:4]=[CH:3][CH:2]=1.NC1SC([Br:37])=C(C)C=1C(OCC)=O.C1(S(Cl)(=O)=O)C=CC=CC=1, predict the reaction product. The product is: [C:1]1([S:7]([NH:10][C:11]2[S:15][C:14]([Br:37])=[C:13]([CH3:19])[C:12]=2[C:20]([O:22][CH2:23][CH3:24])=[O:21])(=[O:9])=[O:8])[CH:6]=[CH:5][CH:4]=[CH:3][CH:2]=1.